From a dataset of Reaction yield outcomes from USPTO patents with 853,638 reactions. Predict the reaction yield, written as a fraction of the theoretical maximum amount of product (1.0 means a 100% yield; for example, 0.34 means a 34% yield). (1) The yield is 0.870. The product is [CH:1]([C:3]1[C:4]([CH3:20])=[C:5]([NH:9][C:10](=[O:19])[O:11][CH2:12][C:13]2[CH:18]=[CH:17][CH:16]=[CH:15][CH:14]=2)[CH:6]=[CH:7][CH:8]=1)=[O:33]. No catalyst specified. The reactants are [C:1]([C:3]1[C:4]([CH3:20])=[C:5]([NH:9][C:10](=[O:19])[O:11][CH2:12][C:13]2[CH:18]=[CH:17][CH:16]=[CH:15][CH:14]=2)[CH:6]=[CH:7][CH:8]=1)#N.CC(C[AlH]CC(C)C)C.ClCCl.[O:33]1CCCC1. (2) The reactants are N1C=CC=CC=1.Cl.[NH2:8][OH:9].[CH3:10][S:11]([NH:14][C:15]1[CH:16]=[C:17]2[C:40](=[CH:41][CH:42]=1)[O:39][C:20]1([CH2:25][CH2:24][N:23]([CH2:26][CH2:27][O:28][CH2:29][CH2:30][NH:31][C:32](=[O:38])[O:33][C:34]([CH3:37])([CH3:36])[CH3:35])[CH2:22][CH2:21]1)[CH2:19][C:18]2=O)(=[O:13])=[O:12]. The catalyst is CO.ClCCl. The product is [OH:9][N:8]=[C:18]1[C:17]2[C:40](=[CH:41][CH:42]=[C:15]([NH:14][S:11]([CH3:10])(=[O:13])=[O:12])[CH:16]=2)[O:39][C:20]2([CH2:25][CH2:24][N:23]([CH2:26][CH2:27][O:28][CH2:29][CH2:30][NH:31][C:32](=[O:38])[O:33][C:34]([CH3:35])([CH3:36])[CH3:37])[CH2:22][CH2:21]2)[CH2:19]1. The yield is 0.980. (3) The reactants are [H-].[Na+].[CH2:3]([O:5][C:6](=[O:14])[CH:7]([CH3:13])[C:8]([O:10][CH2:11][CH3:12])=[O:9])[CH3:4].I[CH2:16][CH2:17][C:18]1[S:19][CH:20]=[CH:21][CH:22]=1. The catalyst is CN(C)C=O. The product is [CH2:3]([O:5][C:6](=[O:14])[C:7]([CH2:16][CH2:17][C:18]1[S:19][CH:20]=[CH:21][CH:22]=1)([CH3:13])[C:8]([O:10][CH2:11][CH3:12])=[O:9])[CH3:4]. The yield is 0.650.